This data is from HIV replication inhibition screening data with 41,000+ compounds from the AIDS Antiviral Screen. The task is: Binary Classification. Given a drug SMILES string, predict its activity (active/inactive) in a high-throughput screening assay against a specified biological target. (1) The drug is O=C1OC2c3ccccc3C(=O)C2(c2ccccc2)N1c1ccccc1. The result is 0 (inactive). (2) The molecule is Cc1cccc2c1C(=O)C1(Cc3ccccc3C1=O)C2. The result is 0 (inactive). (3) The molecule is CCCNC(=O)Cn1c(-c2ccccc2)cc2ccccc21. The result is 0 (inactive).